This data is from Forward reaction prediction with 1.9M reactions from USPTO patents (1976-2016). The task is: Predict the product of the given reaction. (1) Given the reactants [Cl:1][C:2]1[CH:3]=[C:4]([CH:14]=[CH:15][C:16]=1[CH2:17][CH2:18][NH:19][C@@H:20]([CH3:30])[C@H:21]([OH:29])[C:22]1[CH:27]=[CH:26][C:25]([OH:28])=[CH:24][CH:23]=1)[O:5][C:6]([CH3:13])([CH3:12])[C:7]([O:9][CH2:10][CH3:11])=[O:8].Cl, predict the reaction product. The product is: [ClH:1].[Cl:1][C:2]1[CH:3]=[C:4]([CH:14]=[CH:15][C:16]=1[CH2:17][CH2:18][NH:19][C@@H:20]([CH3:30])[C@H:21]([OH:29])[C:22]1[CH:27]=[CH:26][C:25]([OH:28])=[CH:24][CH:23]=1)[O:5][C:6]([CH3:13])([CH3:12])[C:7]([O:9][CH2:10][CH3:11])=[O:8]. (2) Given the reactants [Cl:1][C:2]1[CH:3]=[CH:4][C:5]2[N:6]([C:8]([CH:11]([C:13]3[CH:14]=[C:15]4[C:20](=[CH:21][C:22]=3[F:23])[N:19]=[CH:18][CH:17]=[CH:16]4)[OH:12])=[CH:9][N:10]=2)[N:7]=1.I(C1C=CC=CC=1C(O)=O)(=O)=O, predict the reaction product. The product is: [Cl:1][C:2]1[CH:3]=[CH:4][C:5]2[N:6]([C:8]([C:11]([C:13]3[CH:14]=[C:15]4[C:20](=[CH:21][C:22]=3[F:23])[N:19]=[CH:18][CH:17]=[CH:16]4)=[O:12])=[CH:9][N:10]=2)[N:7]=1. (3) Given the reactants [F:1][C:2]([F:45])([F:44])[C:3]1[CH:4]=[C:5]([CH:41]=[CH:42][CH:43]=1)[C:6]([NH:8][CH2:9][C:10]([NH:12][C@@H:13]1[CH2:17][CH2:16][N:15]([CH:18]2[CH2:24][CH2:23][CH2:22][N:21]([C:25]3[CH:40]=[CH:39][C:28]([C:29]([O:31]CC4C=CC=CC=4)=[O:30])=[CH:27][CH:26]=3)[CH2:20][CH2:19]2)[CH2:14]1)=[O:11])=[O:7].[H][H], predict the reaction product. The product is: [F:45][C:2]([F:1])([F:44])[C:3]1[CH:4]=[C:5]([CH:41]=[CH:42][CH:43]=1)[C:6]([NH:8][CH2:9][C:10]([NH:12][C@@H:13]1[CH2:17][CH2:16][N:15]([CH:18]2[CH2:24][CH2:23][CH2:22][N:21]([C:25]3[CH:26]=[CH:27][C:28]([C:29]([OH:31])=[O:30])=[CH:39][CH:40]=3)[CH2:20][CH2:19]2)[CH2:14]1)=[O:11])=[O:7]. (4) Given the reactants [N:1]1([C:10]([N:12]2[C:16]3[CH:17]=[CH:18][CH:19]=[CH:20][C:15]=3[N:14]=[N:13]2)=[NH:11])[C:5]2C=C[CH:8]=[CH:9][C:4]=2[N:3]=N1.[C:21]([O:25][C:26](N[C@H]1CCNC1)=[O:27])([CH3:24])([CH3:23])[CH3:22], predict the reaction product. The product is: [N:12]1([C:10](=[NH:11])[N:1]2[CH2:8][CH2:9][C@@H:4]([NH:3][C:26](=[O:27])[O:25][C:21]([CH3:24])([CH3:23])[CH3:22])[CH2:5]2)[C:16]2[CH:17]=[CH:18][CH:19]=[CH:20][C:15]=2[N:14]=[N:13]1. (5) Given the reactants [Cl:1][C:2]1[CH:7]=[CH:6][C:5]([S:8](Cl)(=[O:10])=[O:9])=[CH:4][CH:3]=1.[NH2:12][CH2:13][CH2:14][CH2:15][NH:16][C:17]1[CH:22]=[C:21]([C:23]2[CH:28]=[CH:27][CH:26]=[C:25]([CH3:29])[C:24]=2[CH3:30])[N:20]=[C:19]([NH2:31])[N:18]=1, predict the reaction product. The product is: [NH2:31][C:19]1[N:18]=[C:17]([NH:16][CH2:15][CH2:14][CH2:13][NH:12][S:8]([C:5]2[CH:6]=[CH:7][C:2]([Cl:1])=[CH:3][CH:4]=2)(=[O:10])=[O:9])[CH:22]=[C:21]([C:23]2[CH:28]=[CH:27][CH:26]=[C:25]([CH3:29])[C:24]=2[CH3:30])[N:20]=1. (6) Given the reactants [NH:1]1[CH2:5][CH2:4][C@H:3]([NH:6][C:7](=[O:13])[O:8][C:9]([CH3:12])([CH3:11])[CH3:10])[CH2:2]1.C(NC(C)C)(C)C.Cl[C:22]1[C:23]2[N:24]([N:28]=[CH:29][CH:30]=2)[CH:25]=[CH:26][N:27]=1, predict the reaction product. The product is: [C:9]([O:8][C:7](=[O:13])[NH:6][C@H:3]1[CH2:4][CH2:5][N:1]([C:22]2[C:23]3[N:24]([N:28]=[CH:29][CH:30]=3)[CH:25]=[CH:26][N:27]=2)[CH2:2]1)([CH3:10])([CH3:12])[CH3:11]. (7) The product is: [C:25]([CH:24]([C:21]1[CH:22]=[CH:23][C:18]([F:17])=[CH:19][CH:20]=1)[CH2:33][C:32]([O:31][C:27]([CH3:30])([CH3:29])[CH3:28])=[O:35])#[N:26]. Given the reactants C([N-]C(C)C)(C)C.[Li+].C(C1C=CC=CC=1)C.[F:17][C:18]1[CH:23]=[CH:22][C:21]([CH2:24][C:25]#[N:26])=[CH:20][CH:19]=1.[C:27]([O:31][C:32](=[O:35])[CH2:33]Br)([CH3:30])([CH3:29])[CH3:28], predict the reaction product.